Dataset: Full USPTO retrosynthesis dataset with 1.9M reactions from patents (1976-2016). Task: Predict the reactants needed to synthesize the given product. The reactants are: Br[C:2]1[C:3]([Cl:23])=[C:4]([C:7]2[N:11]3[N:12]=[C:13]([CH3:21])[CH:14]=[C:15]([CH:16]([CH2:19][CH3:20])[CH2:17][CH3:18])[C:10]3=[N:9][C:8]=2[CH3:22])[S:5][CH:6]=1.Br[C:25]1[S:26][CH:27]=[CH:28][N:29]=1. Given the product [Cl:23][C:3]1[C:2]([C:25]2[S:26][CH:27]=[CH:28][N:29]=2)=[CH:6][S:5][C:4]=1[C:7]1[N:11]2[N:12]=[C:13]([CH3:21])[CH:14]=[C:15]([CH:16]([CH2:19][CH3:20])[CH2:17][CH3:18])[C:10]2=[N:9][C:8]=1[CH3:22], predict the reactants needed to synthesize it.